Predict the product of the given reaction. From a dataset of Forward reaction prediction with 1.9M reactions from USPTO patents (1976-2016). (1) Given the reactants [CH:1]([N:4]1[CH2:9][CH2:8][CH:7]([NH:10][C:11]([C:13]2[C:21]3[C:16](=[CH:17][CH:18]=[CH:19][C:20]=3[C:22]#[N:23])[N:15]([CH2:24][C:25]3[CH:29]=[C:28]([C:30]4[S:31][C:32](Cl)=[CH:33][CH:34]=4)[O:27][N:26]=3)[N:14]=2)=[O:12])[CH2:6][CH2:5]1)([CH3:3])[CH3:2].[NH2:36][OH:37].[ClH:38].CC([O-])(C)C.[K+], predict the reaction product. The product is: [CH:1]([N:4]1[CH2:9][CH2:8][CH:7]([NH:10][C:11]([C:13]2[C:21]3[C:16](=[CH:17][CH:18]=[CH:19][C:20]=3[C:22](=[NH:23])[NH:36][OH:37])[N:15]([CH2:24][C:25]3[CH:29]=[C:28]([C:30]4[S:31][C:32]([Cl:38])=[CH:33][CH:34]=4)[O:27][N:26]=3)[N:14]=2)=[O:12])[CH2:6][CH2:5]1)([CH3:3])[CH3:2]. (2) Given the reactants [H-].C([Al+]CC(C)C)C(C)C.CO[N:13](C)[C:14]([CH:16]1[CH:21]2[CH2:22][CH:18]([CH2:19][CH2:20]2)[N:17]1[C:23]([O:25][C:26]([CH3:29])([CH3:28])[CH3:27])=[O:24])=O.Cl.[C:32]([S:36](N)=[O:37])([CH3:35])([CH3:34])[CH3:33], predict the reaction product. The product is: [C:32]([S:36](/[N:13]=[CH:14]/[CH:16]1[CH:21]2[CH2:22][CH:18]([CH2:19][CH2:20]2)[N:17]1[C:23]([O:25][C:26]([CH3:29])([CH3:28])[CH3:27])=[O:24])=[O:37])([CH3:35])([CH3:34])[CH3:33].